Dataset: Catalyst prediction with 721,799 reactions and 888 catalyst types from USPTO. Task: Predict which catalyst facilitates the given reaction. (1) Reactant: C([O:8][C:9]1[C:10](=[O:19])[CH:11]=[C:12]([CH:16]([F:18])[F:17])[N:13]([CH3:15])[CH:14]=1)C1C=CC=CC=1. Product: [F:18][CH:16]([F:17])[C:12]1[N:13]([CH3:15])[CH:14]=[C:9]([OH:8])[C:10](=[O:19])[CH:11]=1. The catalyst class is: 19. (2) Reactant: Cl/[C:2](/[C:5]([O:7][CH2:8][CH3:9])=[O:6])=[CH:3]/[O-].[K+].Cl.[Cl:12][C:13]1[CH:18]=[CH:17][N:16]=[C:15]([NH2:19])[CH:14]=1.[OH-].[Na+]. Product: [Cl:12][C:13]1[CH:18]=[CH:17][N:16]2[C:2]([C:5]([O:7][CH2:8][CH3:9])=[O:6])=[CH:3][N:19]=[C:15]2[CH:14]=1. The catalyst class is: 47. (3) Product: [CH2:14]([N:9]1[CH:10]=[C:11]([CH3:12])[C@H:5]2[CH2:4][CH2:3][C@H:2]([CH3:1])[C@H:6]2[C:7]1=[O:8])[CH2:15][CH2:16][CH2:17][CH2:18][CH2:19][CH2:20][CH3:21]. The catalyst class is: 1. Reactant: [CH3:1][CH:2]1[CH:6]2[C:7]([NH:9][CH:10]=[C:11]([CH3:12])[CH:5]2[CH2:4][CH2:3]1)=[O:8].I[CH2:14][CH2:15][CH2:16][CH2:17][CH2:18][CH2:19][CH2:20][CH3:21]. (4) Reactant: [CH3:1][N:2]([CH3:25])[CH:3]1[CH2:8][CH2:7][CH2:6][N:5]([C:9]([C:11]2[CH:12]=[C:13]3[C:17](=[CH:18][CH:19]=2)[NH:16][C:15]([C:20]([O:22][CH2:23][CH3:24])=[O:21])=[CH:14]3)=[O:10])[CH2:4]1.[CH:26](CS([O-])(=O)=O)([CH3:28])[CH3:27].C(=O)([O-])[O-].[Cs+].[Cs+]. Product: [CH2:23]([O:22][C:20]([C:15]1[N:16]([CH:26]([CH3:28])[CH3:27])[C:17]2[C:13]([CH:14]=1)=[CH:12][C:11]([C:9]([N:5]1[CH2:6][CH2:7][CH2:8][CH:3]([N:2]([CH3:25])[CH3:1])[CH2:4]1)=[O:10])=[CH:19][CH:18]=2)=[O:21])[CH3:24]. The catalyst class is: 10. (5) Reactant: [Cl:1][C:2]1[N:7]=[C:6]([CH3:8])[N:5]=[C:4]([CH:9]([C:12]2[C:17]([CH3:18])=[CH:16][C:15]([CH3:19])=[CH:14][C:13]=2[CH3:20])[C:10]#[N:11])[C:3]=1[CH3:21].[CH3:22][Si]([N-][Si](C)(C)C)(C)C.[Li+].CI. Product: [Cl:1][C:2]1[N:7]=[C:6]([CH3:8])[N:5]=[C:4]([C:9]([C:12]2[C:17]([CH3:18])=[CH:16][C:15]([CH3:19])=[CH:14][C:13]=2[CH3:20])([CH3:22])[C:10]#[N:11])[C:3]=1[CH3:21]. The catalyst class is: 1. (6) Reactant: [CH3:1][C:2]1[N:6]([C:7]2[N:12]=[CH:11][CH:10]=[CH:9][N:8]=2)[N:5]=[C:4]([NH:13][C:14](=[O:21])[C:15]2[CH:20]=[CH:19][CH:18]=[N:17][CH:16]=2)[CH:3]=1.[H-].[Na+].I[CH3:25]. Product: [CH3:25][N:13]([C:4]1[CH:3]=[C:2]([CH3:1])[N:6]([C:7]2[N:8]=[CH:9][CH:10]=[CH:11][N:12]=2)[N:5]=1)[C:14](=[O:21])[C:15]1[CH:20]=[CH:19][CH:18]=[N:17][CH:16]=1. The catalyst class is: 54.